The task is: Predict the product of the given reaction.. This data is from Forward reaction prediction with 1.9M reactions from USPTO patents (1976-2016). Given the reactants C(Cl)(=O)C(Cl)=O.CS(C)=O.[CH2:11]([OH:25])[CH2:12][CH2:13][CH2:14][CH2:15][CH2:16][CH2:17][CH2:18][CH2:19][CH2:20][CH2:21][CH2:22][CH2:23][CH3:24].C(N(CC)CC)C, predict the reaction product. The product is: [CH:11](=[O:25])[CH2:12][CH2:13][CH2:14][CH2:15][CH2:16][CH2:17][CH2:18][CH2:19][CH2:20][CH2:21][CH2:22][CH2:23][CH3:24].